Dataset: Full USPTO retrosynthesis dataset with 1.9M reactions from patents (1976-2016). Task: Predict the reactants needed to synthesize the given product. (1) Given the product [F:6][C:7]1[CH:8]=[C:9]([C:21]2[CH:22]=[CH:23][CH:24]=[C:25]3[C:30]=2[N:29]=[C:28]([C:31]2[CH:32]=[N:33][N:34]([CH:36]4[CH2:41][CH2:40][N:39]([C:3](=[O:4])[CH3:2])[CH2:38][CH2:37]4)[CH:35]=2)[CH:27]=[N:26]3)[CH:10]=[C:11]([F:20])[C:12]=1[CH2:13][N:14]1[CH2:19][CH2:18][O:17][CH2:16][CH2:15]1, predict the reactants needed to synthesize it. The reactants are: Cl[CH2:2][CH2:3][O:4]C.[F:6][C:7]1[CH:8]=[C:9]([C:21]2[CH:22]=[CH:23][CH:24]=[C:25]3[C:30]=2[N:29]=[C:28]([C:31]2[CH:32]=[N:33][N:34]([CH:36]4[CH2:41][CH2:40][NH:39][CH2:38][CH2:37]4)[CH:35]=2)[CH:27]=[N:26]3)[CH:10]=[C:11]([F:20])[C:12]=1[CH2:13][N:14]1[CH2:19][CH2:18][O:17][CH2:16][CH2:15]1.C([O-])([O-])=O.[Cs+].[Cs+]. (2) Given the product [F:1][C:2]1[CH:3]=[C:4]2[C:8](=[CH:9][CH:10]=1)[N:7]([CH2:11][C:12]1[CH:17]=[CH:16][CH:15]=[C:14]([F:18])[CH:13]=1)[C:6]([C:19]([NH2:26])=[O:21])=[CH:5]2, predict the reactants needed to synthesize it. The reactants are: [F:1][C:2]1[CH:3]=[C:4]2[C:8](=[CH:9][CH:10]=1)[N:7]([CH2:11][C:12]1[CH:17]=[CH:16][CH:15]=[C:14]([F:18])[CH:13]=1)[C:6]([C:19]([OH:21])=O)=[CH:5]2.S(Cl)(Cl)=O.[NH3:26]. (3) Given the product [CH2:1]([C@H:3]([NH:10][C:11]([C:13]1[C:22]2[C:17](=[CH:18][CH:19]=[CH:20][CH:21]=2)[N:16]=[C:15]([C:23]2[CH:24]=[CH:25][CH:26]=[CH:27][CH:28]=2)[C:14]=1[CH2:29][N:30]1[CH2:31][CH2:32][C:33](=[O:34])[CH2:38][CH2:39]1)=[O:12])[C:4]1[CH:5]=[CH:6][CH:7]=[CH:8][CH:9]=1)[CH3:2], predict the reactants needed to synthesize it. The reactants are: [CH2:1]([C@H:3]([NH:10][C:11]([C:13]1[C:22]2[C:17](=[CH:18][CH:19]=[CH:20][CH:21]=2)[N:16]=[C:15]([C:23]2[CH:28]=[CH:27][CH:26]=[CH:25][CH:24]=2)[C:14]=1[CH2:29][N:30]1[CH2:39][CH2:38][C:33]2(OCC[O:34]2)[CH2:32][CH2:31]1)=[O:12])[C:4]1[CH:9]=[CH:8][CH:7]=[CH:6][CH:5]=1)[CH3:2].[OH-].[Na+]. (4) Given the product [NH2:18][C:9]1[C:8]2[N:7]=[C:6]([CH2:19][CH2:20][O:21][CH3:22])[N:5]([CH2:4][CH2:3][CH2:2][NH:1][S:29]([C:23]3[CH:28]=[CH:27][CH:26]=[CH:25][CH:24]=3)(=[O:31])=[O:30])[C:17]=2[C:16]2[CH:15]=[CH:14][CH:13]=[CH:12][C:11]=2[N:10]=1, predict the reactants needed to synthesize it. The reactants are: [NH2:1][CH2:2][CH2:3][CH2:4][N:5]1[C:17]2[C:16]3[CH:15]=[CH:14][CH:13]=[CH:12][C:11]=3[N:10]=[C:9]([NH2:18])[C:8]=2[N:7]=[C:6]1[CH2:19][CH2:20][O:21][CH3:22].[C:23]1([S:29](Cl)(=[O:31])=[O:30])[CH:28]=[CH:27][CH:26]=[CH:25][CH:24]=1.